Task: Predict the reactants needed to synthesize the given product.. Dataset: Full USPTO retrosynthesis dataset with 1.9M reactions from patents (1976-2016) (1) Given the product [CH:3]1([C:9]2[CH:29]=[CH:28][C:12]([O:13][C:14]3[C:15]4[CH:25]=[C:24]([O:26][CH:31]([F:33])[F:32])[C:23]([CH3:27])=[CH:22][C:16]=4[S:17][C:18]=3[C:19]([OH:21])=[O:20])=[CH:11][CH:10]=2)[CH2:4][CH2:5][CH2:6][CH2:7][CH2:8]1, predict the reactants needed to synthesize it. The reactants are: [OH-].[Na+].[CH:3]1([C:9]2[CH:29]=[CH:28][C:12]([O:13][C:14]3[C:15]4[CH:25]=[C:24]([OH:26])[C:23]([CH3:27])=[CH:22][C:16]=4[S:17][C:18]=3[C:19]([OH:21])=[O:20])=[CH:11][CH:10]=2)[CH2:8][CH2:7][CH2:6][CH2:5][CH2:4]1.Cl[CH:31]([F:33])[F:32].Cl. (2) Given the product [Cl:19][C:2]1[CH:3]=[C:4]([CH:8]=[C:9]([N+:12]([O-:14])=[O:13])[C:10]=1[CH3:11])[C:5]([OH:7])=[O:6], predict the reactants needed to synthesize it. The reactants are: N[C:2]1[CH:3]=[C:4]([CH:8]=[C:9]([N+:12]([O-:14])=[O:13])[C:10]=1[CH3:11])[C:5]([OH:7])=[O:6].N([O-])=O.[Na+].[ClH:19]. (3) Given the product [CH3:1][C:2]1[CH:3]=[C:4]([CH:19]=[CH:20][C:21]=1[S:22][CH3:23])[O:5][C:6]1[CH:14]=[CH:13][C:12]([S:15](=[O:17])(=[O:18])[NH2:16])=[CH:11][C:7]=1[C:8]([O:10][CH3:24])=[O:9], predict the reactants needed to synthesize it. The reactants are: [CH3:1][C:2]1[CH:3]=[C:4]([CH:19]=[CH:20][C:21]=1[S:22][CH3:23])[O:5][C:6]1[CH:14]=[CH:13][C:12]([S:15](=[O:18])(=[O:17])[NH2:16])=[CH:11][C:7]=1[C:8]([OH:10])=[O:9].[CH3:24]O. (4) Given the product [C:3]12([CH:13]([OH:39])[CH2:14][O:15][C:16]3[CH:20]=[C:19]([C:21]4[CH:22]=[CH:23][C:24]([C@H:27]5[CH2:28][CH2:29][C@H:30]([CH2:33][C:34]([O:36][CH2:37][CH3:38])=[O:35])[CH2:31][CH2:32]5)=[CH:25][CH:26]=4)[NH:18][N:17]=3)[CH2:12][CH:7]3[CH2:6][CH:5]([CH2:11][CH:9]([CH2:8]3)[CH2:10]1)[CH2:4]2, predict the reactants needed to synthesize it. The reactants are: [BH4-].[Na+].[C:3]12([C:13](=[O:39])[CH2:14][O:15][C:16]3[CH:20]=[C:19]([C:21]4[CH:26]=[CH:25][C:24]([C@H:27]5[CH2:32][CH2:31][C@H:30]([CH2:33][C:34]([O:36][CH2:37][CH3:38])=[O:35])[CH2:29][CH2:28]5)=[CH:23][CH:22]=4)[NH:18][N:17]=3)[CH2:12][CH:7]3[CH2:8][CH:9]([CH2:11][CH:5]([CH2:6]3)[CH2:4]1)[CH2:10]2. (5) The reactants are: [OH:1][CH2:2][CH:3]([CH2:5][OH:6])[OH:4].[C:7](O)(C(F)(F)F)=[O:8].[CH3:14][CH2:15][N:16]([CH2:19][CH2:20][NH:21][C:22]([C:24]1[C:25]([CH3:42])=[C:26](/[CH:30]=[C:31]2/[C:32]3[CH:33]=[C:34]([F:41])[CH:35]=[CH:36][C:37]=3[NH:38][C:39]/2=[O:40])[NH:27][C:28]=1[CH3:29])=[O:23])[CH2:17][CH3:18]. Given the product [CH2:15]([N:16]([CH2:17][CH3:18])[CH2:19][CH2:20][N:21]([C:22]([C:24]1[C:25]([CH3:42])=[C:26](/[CH:30]=[C:31]2\[C:39](=[O:40])[NH:38][C:37]3[C:32]\2=[CH:33][C:34]([F:41])=[CH:35][CH:36]=3)[NH:27][C:28]=1[CH3:29])=[O:23])[C:7](=[O:8])[O:1][CH2:2][CH:3]([OH:4])[CH2:5][OH:6])[CH3:14], predict the reactants needed to synthesize it.